This data is from Reaction yield outcomes from USPTO patents with 853,638 reactions. The task is: Predict the reaction yield, written as a fraction of the theoretical maximum amount of product (1.0 means a 100% yield; for example, 0.34 means a 34% yield). (1) The reactants are [Si]([O:8][C:9]1[CH:14]=[CH:13][C:12]([C:15]2[C:24]3[C:19](=[CH:20][CH:21]=[CH:22][CH:23]=3)[C:18]([CH:25]=O)=[CH:17][CH:16]=2)=[CH:11][CH:10]=1)(C(C)(C)C)(C)C.Cl.[NH2:28][OH:29].N1C=CC=CC=1. The catalyst is CO. The product is [OH:8][C:9]1[CH:14]=[CH:13][C:12]([C:15]2[C:24]3[C:19](=[CH:20][CH:21]=[CH:22][CH:23]=3)[C:18]([CH:25]=[N:28][OH:29])=[CH:17][CH:16]=2)=[CH:11][CH:10]=1. The yield is 0.410. (2) The reactants are Cl[C:2]1[N:7]=[C:6]([C:8]2[N:12]3[CH:13]=[CH:14][CH:15]=[CH:16][C:11]3=[N:10][C:9]=2[C:17]2[CH:18]=[CH:19][C:20]([O:34][CH3:35])=[C:21]([CH:33]=2)[C:22]([NH:24][C:25]2[C:30]([F:31])=[CH:29][CH:28]=[CH:27][C:26]=2[F:32])=[O:23])[CH:5]=[CH:4][N:3]=1.[CH3:36][O:37][C:38]1[CH:43]=[C:42]([N:44]2[CH2:49][CH2:48][N:47]([CH2:50][CH2:51][CH3:52])[CH2:46][CH2:45]2)[CH:41]=[CH:40][C:39]=1[NH2:53].Cl.O1CCOCC1.C[O-].[Na+]. The catalyst is FC(F)(F)CO.CO.C(Cl)Cl.CCCCCC. The product is [F:32][C:26]1[CH:27]=[CH:28][CH:29]=[C:30]([F:31])[C:25]=1[NH:24][C:22](=[O:23])[C:21]1[CH:33]=[C:17]([C:9]2[N:10]=[C:11]3[CH:16]=[CH:15][CH:14]=[CH:13][N:12]3[C:8]=2[C:6]2[CH:5]=[CH:4][N:3]=[C:2]([NH:53][C:39]3[CH:40]=[CH:41][C:42]([N:44]4[CH2:49][CH2:48][N:47]([CH2:50][CH2:51][CH3:52])[CH2:46][CH2:45]4)=[CH:43][C:38]=3[O:37][CH3:36])[N:7]=2)[CH:18]=[CH:19][C:20]=1[O:34][CH3:35]. The yield is 0.700.